This data is from Full USPTO retrosynthesis dataset with 1.9M reactions from patents (1976-2016). The task is: Predict the reactants needed to synthesize the given product. (1) Given the product [F:26][C:2]1[CH:24]=[CH:23][C:5]([CH2:6][N:7]2[C:16](=[O:17])[C:15]3=[CH:18][CH:19]=[C:20]([OH:21])[C:13]4[C:14]3=[C:9]([CH:10]=[CH:11][N:12]=4)[C:8]2=[O:22])=[CH:4][CH:3]=1, predict the reactants needed to synthesize it. The reactants are: N[C:2]1[CH:24]=[CH:23][C:5]([CH2:6][N:7]2[C:16](=[O:17])[C:15]3=[CH:18][CH:19]=[C:20]([OH:21])[C:13]4[C:14]3=[C:9]([CH:10]=[CH:11][N:12]=4)[C:8]2=[O:22])=[CH:4][CH:3]=1.[B-](F)(F)(F)[F:26].N#[O+]. (2) Given the product [CH:1]1[C:11]2[CH2:10][CH2:9][C:8]3[CH:12]=[CH:13][CH:14]=[CH:15][C:7]=3[C:6](=[CH:16][C:17]3[CH:22]=[CH:21][C:20]([NH:23][C:24](=[O:26])[CH3:25])=[CH:19][CH:18]=3)[C:5]=2[CH:4]=[CH:3][CH:2]=1, predict the reactants needed to synthesize it. The reactants are: [CH:1]1[C:11]2[CH2:10][CH2:9][C:8]3[CH:12]=[CH:13][CH:14]=[CH:15][C:7]=3[C:6](=[CH:16][C:17]3[CH:22]=[CH:21][C:20]([NH2:23])=[CH:19][CH:18]=3)[C:5]=2[CH:4]=[CH:3][CH:2]=1.[C:24](Cl)(=[O:26])[CH3:25].